This data is from Full USPTO retrosynthesis dataset with 1.9M reactions from patents (1976-2016). The task is: Predict the reactants needed to synthesize the given product. (1) Given the product [CH2:1]([O:8][C@H:9]([CH3:44])[C@@H:10]([C:20]([NH:22][C@H:23]([C:28]([N:30]([C@@H:32]([CH:41]([CH3:43])[CH3:42])/[CH:33]=[C:34](\[CH3:40])/[C:35]([O:37][CH2:38][CH3:39])=[O:36])[CH3:31])=[O:29])[C:24]([CH3:27])([CH3:26])[CH3:25])=[O:21])[NH:11][CH3:12])[C:2]1[CH:7]=[CH:6][CH:5]=[CH:4][CH:3]=1, predict the reactants needed to synthesize it. The reactants are: [CH2:1]([O:8][C@H:9]([CH3:44])[C@@H:10]([C:20]([NH:22][C@H:23]([C:28]([N:30]([C@@H:32]([CH:41]([CH3:43])[CH3:42])/[CH:33]=[C:34](\[CH3:40])/[C:35]([O:37][CH2:38][CH3:39])=[O:36])[CH3:31])=[O:29])[C:24]([CH3:27])([CH3:26])[CH3:25])=[O:21])[N:11](C(OC(C)(C)C)=O)[CH3:12])[C:2]1[CH:7]=[CH:6][CH:5]=[CH:4][CH:3]=1.FC(F)(F)C(O)=O. (2) The reactants are: O[N:2]=[C:3]([NH2:24])[C:4]1[CH:9]=[CH:8][C:7]([O:10][CH2:11][CH2:12][CH2:13][N:14]2[CH2:19][CH2:18][CH:17]([CH2:20][CH2:21][CH2:22][OH:23])[CH2:16][CH2:15]2)=[CH:6][CH:5]=1.C(OC(=O)C)(=O)C. Given the product [OH:23][CH2:22][CH2:21][CH2:20][CH:17]1[CH2:18][CH2:19][N:14]([CH2:13][CH2:12][CH2:11][O:10][C:7]2[CH:8]=[CH:9][C:4]([C:3]([NH2:24])=[NH:2])=[CH:5][CH:6]=2)[CH2:15][CH2:16]1, predict the reactants needed to synthesize it. (3) Given the product [N:25]1[CH:30]=[CH:29][CH:28]=[CH:27][C:26]=1[NH:31][C:18](=[O:19])[CH:17]([N:3]1[C:4]2[C:9](=[CH:8][C:7]([O:12][C:13]([F:14])([F:15])[F:16])=[CH:6][CH:5]=2)[C:10](=[O:11])[C:2]1=[O:1])[CH2:21][CH:22]([CH3:23])[CH3:24], predict the reactants needed to synthesize it. The reactants are: [O:1]=[C:2]1[C:10](=[O:11])[C:9]2[C:4](=[CH:5][CH:6]=[C:7]([O:12][C:13]([F:16])([F:15])[F:14])[CH:8]=2)[N:3]1[CH:17]([CH2:21][CH:22]([CH3:24])[CH3:23])[C:18](O)=[O:19].[N:25]1[CH:30]=[CH:29][CH:28]=[CH:27][C:26]=1[NH2:31].C(N(CC)C(C)C)(C)C.F[P-](F)(F)(F)(F)F.N1(O[P+](N(C)C)(N(C)C)N(C)C)C2C=CC=CC=2N=N1. (4) Given the product [C:21]([NH:20][C:18](=[O:19])[C:17]1[CH:25]=[CH:26][CH:27]=[C:15]([CH2:14][N:11]2[CH2:12][CH2:13][N:8]([C:6](=[O:7])[C:5]3[CH:28]=[CH:29][C:2]([NH:1][C:31]([NH:48][C:45]4[CH:46]=[CH:47][O:43][N:44]=4)=[O:32])=[CH:3][CH:4]=3)[CH2:9][CH2:10]2)[CH:16]=1)([CH3:24])([CH3:23])[CH3:22], predict the reactants needed to synthesize it. The reactants are: [NH2:1][C:2]1[CH:29]=[CH:28][C:5]([C:6]([N:8]2[CH2:13][CH2:12][N:11]([CH2:14][C:15]3[CH:16]=[C:17]([CH:25]=[CH:26][CH:27]=3)[C:18]([NH:20][C:21]([CH3:24])([CH3:23])[CH3:22])=[O:19])[CH2:10][CH2:9]2)=[O:7])=[CH:4][CH:3]=1.Cl[C:31](OC1C=CC([N+]([O-])=O)=CC=1)=[O:32].[O:43]1[CH:47]=[CH:46][C:45]([NH2:48])=[N:44]1. (5) The reactants are: [Cl:1][C:2]1[CH:7]=[CH:6][C:5]([S:8]([NH:11][C:12]2[CH:34]=[CH:33][C:15]3[N:16]([C:25]4[CH:30]=[CH:29][C:28]([O:31][CH3:32])=[CH:27][CH:26]=4)[C:17]([C:19]4[CH:24]=[CH:23][CH:22]=[CH:21][CH:20]=4)=[N:18][C:14]=3[CH:13]=2)(=[O:10])=[O:9])=[CH:4][CH:3]=1.[H-].[Na+].[CH3:37][O:38][C:39](=[O:46])[CH2:40][CH2:41][CH2:42][CH2:43][CH2:44]Br.O. Given the product [CH3:37][O:38][C:39](=[O:46])[CH2:40][CH2:41][CH2:42][CH2:43][CH2:44][N:11]([S:8]([C:5]1[CH:6]=[CH:7][C:2]([Cl:1])=[CH:3][CH:4]=1)(=[O:10])=[O:9])[C:12]1[CH:34]=[CH:33][C:15]2[N:16]([C:25]3[CH:30]=[CH:29][C:28]([O:31][CH3:32])=[CH:27][CH:26]=3)[C:17]([C:19]3[CH:24]=[CH:23][CH:22]=[CH:21][CH:20]=3)=[N:18][C:14]=2[CH:13]=1, predict the reactants needed to synthesize it. (6) Given the product [CH2:1]([O:8][C:9]1[CH:14]=[CH:13][C:12]([C:15]2[O:16][C:17]([CH3:23])=[C:18]([CH2:20][CH2:21][O:22][Si:35]([C:31]([CH3:34])([CH3:33])[CH3:32])([C:42]3[CH:43]=[CH:44][CH:45]=[CH:46][CH:47]=3)[C:36]3[CH:41]=[CH:40][CH:39]=[CH:38][CH:37]=3)[N:19]=2)=[CH:11][CH:10]=1)[C:2]1[CH:7]=[CH:6][CH:5]=[CH:4][CH:3]=1, predict the reactants needed to synthesize it. The reactants are: [CH2:1]([O:8][C:9]1[CH:14]=[CH:13][C:12]([C:15]2[O:16][C:17]([CH3:23])=[C:18]([CH2:20][CH2:21][OH:22])[N:19]=2)=[CH:11][CH:10]=1)[C:2]1[CH:7]=[CH:6][CH:5]=[CH:4][CH:3]=1.C(N(CC)CC)C.[C:31]([Si:35](Cl)([C:42]1[CH:47]=[CH:46][CH:45]=[CH:44][CH:43]=1)[C:36]1[CH:41]=[CH:40][CH:39]=[CH:38][CH:37]=1)([CH3:34])([CH3:33])[CH3:32]. (7) Given the product [C:1]([C:5]1[CH:6]=[CH:7][C:8]([CH3:24])=[C:9]([P:11]([C:12]2[CH:17]=[C:16]([C:18]([CH3:21])([CH3:20])[CH3:19])[CH:15]=[CH:14][C:13]=2[CH3:22])(=[O:25])[OH:23])[CH:10]=1)([CH3:4])([CH3:3])[CH3:2], predict the reactants needed to synthesize it. The reactants are: [C:1]([C:5]1[CH:6]=[CH:7][C:8]([CH3:24])=[C:9]([PH:11](=[O:23])[C:12]2[CH:17]=[C:16]([C:18]([CH3:21])([CH3:20])[CH3:19])[CH:15]=[CH:14][C:13]=2[CH3:22])[CH:10]=1)([CH3:4])([CH3:3])[CH3:2].[OH:25]O.O.